From a dataset of CYP2D6 inhibition data for predicting drug metabolism from PubChem BioAssay. Regression/Classification. Given a drug SMILES string, predict its absorption, distribution, metabolism, or excretion properties. Task type varies by dataset: regression for continuous measurements (e.g., permeability, clearance, half-life) or binary classification for categorical outcomes (e.g., BBB penetration, CYP inhibition). Dataset: cyp2d6_veith. The compound is O=C(N/C(=C\c1cccs1)C(=O)N1CCCCCC1)c1ccccc1. The result is 0 (non-inhibitor).